From a dataset of Catalyst prediction with 721,799 reactions and 888 catalyst types from USPTO. Predict which catalyst facilitates the given reaction. Reactant: [CH2:1]([O:3][P:4]([CH:9]([F:11])[F:10])(=[O:8])[O:5][CH2:6][CH3:7])[CH3:2].[Li+].CC([N-]C(C)C)C.[CH3:20][C:21]([C:26]1[CH:31]=[C:30]([F:32])[CH:29]=[CH:28][C:27]=1[O:33][CH3:34])([CH3:25])[CH2:22][CH:23]=[O:24].C(O)(=O)C. Product: [CH2:1]([O:3][P:4]([C:9]([F:11])([F:10])[CH:23]([OH:24])[CH2:22][C:21]([C:26]1[CH:31]=[C:30]([F:32])[CH:29]=[CH:28][C:27]=1[O:33][CH3:34])([CH3:25])[CH3:20])(=[O:8])[O:5][CH2:6][CH3:7])[CH3:2]. The catalyst class is: 56.